Predict the reactants needed to synthesize the given product. From a dataset of Full USPTO retrosynthesis dataset with 1.9M reactions from patents (1976-2016). The reactants are: O=[C:2]1[CH:7]=[CH:6][C:5]([C:8]([O:10][CH3:11])=[O:9])=[CH:4][O:3]1.N1C=CC=CC=1.[NH2:18][C:19]1[CH:24]=[CH:23][CH:22]=[CH:21][CH:20]=1. Given the product [O:3]=[C:2]1[N:18]([C:19]2[CH:24]=[CH:23][CH:22]=[CH:21][CH:20]=2)[CH:4]=[C:5]([C:8]([O:10][CH3:11])=[O:9])[CH:6]=[CH:7]1, predict the reactants needed to synthesize it.